Dataset: Forward reaction prediction with 1.9M reactions from USPTO patents (1976-2016). Task: Predict the product of the given reaction. (1) The product is: [O:4]=[C:3]([NH:5][C:6]12[CH2:15][C@@H:10]3[CH2:11][C@@H:12]([CH2:14][C:8]([C:16]4[CH:21]=[CH:20][CH:19]=[CH:18][CH:17]=4)([CH2:9]3)[CH2:7]1)[CH2:13]2)[CH2:2][N:22]1[CH2:27][CH2:26][CH:25]([C:28]([NH2:30])=[O:29])[CH2:24][CH2:23]1. Given the reactants Cl[CH2:2][C:3]([NH:5][C:6]12[CH2:15][CH:10]3[CH2:11][CH:12]([CH2:14][C:8]([C:16]4[CH:21]=[CH:20][CH:19]=[CH:18][CH:17]=4)([CH2:9]3)[CH2:7]1)[CH2:13]2)=[O:4].[NH:22]1[CH2:27][CH2:26][CH:25]([C:28]([NH2:30])=[O:29])[CH2:24][CH2:23]1.C([O-])([O-])=O.[K+].[K+].C(O)(C(F)(F)F)=O, predict the reaction product. (2) Given the reactants [O:1]1[CH2:6][CH2:5][N:4]([C:7]2[CH:8]=[N:9][C:10]3[C:15]([N:16]=2)=[CH:14][C:13]([C:17]([C:19]2[CH:24]=[CH:23][C:22]([NH:25]C(=O)C(C)(C)C)=[CH:21][CH:20]=2)=[O:18])=[CH:12][CH:11]=3)[CH2:3][CH2:2]1.Cl.[OH-].[Na+], predict the reaction product. The product is: [NH2:25][C:22]1[CH:23]=[CH:24][C:19]([C:17]([C:13]2[CH:14]=[C:15]3[C:10](=[CH:11][CH:12]=2)[N:9]=[CH:8][C:7]([N:4]2[CH2:5][CH2:6][O:1][CH2:2][CH2:3]2)=[N:16]3)=[O:18])=[CH:20][CH:21]=1. (3) Given the reactants [OH-].[K+].[OH:3][CH2:4][CH2:5][C:6]1[CH:7]=[CH:8][C:9]2[N:10]([N:12]=[C:13]([C:26]3[CH:31]=[CH:30][CH:29]=[CH:28][CH:27]=3)[C:14]=2[CH2:15][C:16]2[N:21]=[C:20]([C:22]([O:24]C)=[O:23])[CH:19]=[CH:18][CH:17]=2)[CH:11]=1.Cl, predict the reaction product. The product is: [OH:3][CH2:4][CH2:5][C:6]1[CH:7]=[CH:8][C:9]2[N:10]([N:12]=[C:13]([C:26]3[CH:31]=[CH:30][CH:29]=[CH:28][CH:27]=3)[C:14]=2[CH2:15][C:16]2[N:21]=[C:20]([C:22]([OH:24])=[O:23])[CH:19]=[CH:18][CH:17]=2)[CH:11]=1. (4) The product is: [C:15]([C:2]1[CH:11]=[C:10]([N+:12]([O-:14])=[O:13])[CH:9]=[CH:8][C:3]=1[C:4]([O:6][CH3:7])=[O:5])#[N:16]. Given the reactants Cl[C:2]1[CH:11]=[C:10]([N+:12]([O-:14])=[O:13])[CH:9]=[CH:8][C:3]=1[C:4]([O:6][CH3:7])=[O:5].[C:15]([Cu])#[N:16], predict the reaction product. (5) Given the reactants C([OH:3])C.ClCCl.[CH3:7][C:8]1[S:12][C:11]([S:13][CH2:14][C:15]2[CH2:32][S:31][C@@H:18]3[C@H:19]([NH:22][C:23]([CH2:25][N:26]4[N:30]=[N:29][N:28]=[CH:27]4)=[O:24])[C:20](=[O:21])[N:17]3[C:16]=2[C:33]([OH:35])=[O:34])=[N:10][N:9]=1.C([O-])(=[O:38])C.[Na+:40], predict the reaction product. The product is: [CH3:7][C:8]1[S:12][C:11]([S:13][CH2:14][C:15]2[CH2:32][S:31][C@@H:18]3[C@H:19]([NH:22][C:23]([CH2:25][N:26]4[N:30]=[N:29][N:28]=[CH:27]4)=[O:24])[C:20](=[O:21])[N:17]3[C:16]=2[C:33]([O-:35])=[O:34])=[N:10][N:9]=1.[OH2:3].[OH2:38].[OH2:3].[OH2:3].[OH2:3].[Na+:40]. (6) Given the reactants [CH2:1]([O:8][C:9](=[O:19])[NH:10][C@H:11]([C:13](=[O:18])N(OC)C)[CH3:12])[C:2]1[CH:7]=[CH:6][CH:5]=[CH:4][CH:3]=1.Br[C:21]1[CH:26]=[CH:25][C:24]([Cl:27])=[CH:23][CH:22]=1.C([Mg]Cl)(C)C.Cl, predict the reaction product. The product is: [CH2:1]([O:8][C:9](=[O:19])[NH:10][C@@H:11]([CH3:12])[C:13]([C:21]1[CH:26]=[CH:25][C:24]([Cl:27])=[CH:23][CH:22]=1)=[O:18])[C:2]1[CH:3]=[CH:4][CH:5]=[CH:6][CH:7]=1. (7) The product is: [OH:18][C@@:19]1([C:47]([F:49])([F:48])[F:50])[CH2:35][C:24]2[N:25]([CH3:34])[N:26]=[C:27]([C:28]3[CH:33]=[CH:32][CH:31]=[CH:30][N:29]=3)[C:23]=2[C@@H:22]([C:36]2[CH:45]=[CH:44][C:39]([C:40]([NH:58][C:57]3[C:52]([CH3:51])=[N:53][CH:54]=[CH:55][CH:56]=3)=[O:42])=[CH:38][C:37]=2[CH3:46])[CH2:21][CH2:20]1. Given the reactants C[Si]([N-][Si](C)(C)C)(C)C.[Li+].C1(C)C=CC=CC=1.[OH:18][C@@:19]1([C:47]([F:50])([F:49])[F:48])[CH2:35][C:24]2[N:25]([CH3:34])[N:26]=[C:27]([C:28]3[CH:33]=[CH:32][CH:31]=[CH:30][N:29]=3)[C:23]=2[C@@H:22]([C:36]2[CH:45]=[CH:44][C:39]([C:40]([O:42]C)=O)=[CH:38][C:37]=2[CH3:46])[CH2:21][CH2:20]1.[CH3:51][C:52]1[C:57]([NH2:58])=[CH:56][CH:55]=[CH:54][N:53]=1, predict the reaction product. (8) The product is: [Cl:2][C:3]1[CH:8]=[CH:7][C:6]([CH:9]([C:11]2[CH:12]=[CH:13][CH:14]=[CH:15][CH:16]=2)[NH:10][C:26](=[O:27])[CH2:25][C:22]2[CH:23]=[CH:24][C:19]([OH:18])=[CH:20][CH:21]=2)=[C:5]([CH3:17])[CH:4]=1. Given the reactants Cl.[Cl:2][C:3]1[CH:8]=[CH:7][C:6]([CH:9]([C:11]2[CH:16]=[CH:15][CH:14]=[CH:13][CH:12]=2)[NH2:10])=[C:5]([CH3:17])[CH:4]=1.[OH:18][C:19]1[CH:24]=[CH:23][C:22]([CH2:25][C:26](O)=[O:27])=[CH:21][CH:20]=1, predict the reaction product. (9) Given the reactants Cl[C:2]1[C:7]([C:8]2[CH:9]=[N:10][CH:11]=[C:12]([F:14])[CH:13]=2)=[CH:6][C:5]([C:15]([NH:17][C:18]2[CH:23]=[CH:22][C:21]([O:24][C:25]([F:28])([F:27])[F:26])=[CH:20][CH:19]=2)=[O:16])=[CH:4][N:3]=1.CCN(C(C)C)C(C)C.[NH:38]1[CH2:41][CH:40]([NH:42]C(=O)OC(C)(C)C)[CH2:39]1.C(O)(=O)CC(CC(O)=O)(C(O)=O)O.C(O)(C(F)(F)F)=O.C([O-])([O-])=O.[Na+].[Na+], predict the reaction product. The product is: [NH2:42][CH:40]1[CH2:41][N:38]([C:2]2[C:7]([C:8]3[CH:9]=[N:10][CH:11]=[C:12]([F:14])[CH:13]=3)=[CH:6][C:5]([C:15]([NH:17][C:18]3[CH:23]=[CH:22][C:21]([O:24][C:25]([F:27])([F:26])[F:28])=[CH:20][CH:19]=3)=[O:16])=[CH:4][N:3]=2)[CH2:39]1.